Dataset: Forward reaction prediction with 1.9M reactions from USPTO patents (1976-2016). Task: Predict the product of the given reaction. (1) Given the reactants [H-].[Na+].[C:3]1([CH2:10][OH:11])([CH2:8][OH:9])[CH2:7][CH:6]=[CH:5][CH2:4]1.Br[CH2:13][CH2:14][CH2:15][CH2:16][CH2:17][CH2:18][CH2:19][CH2:20][CH2:21][CH2:22][CH2:23][CH3:24].CCO[C:28]([CH3:30])=O, predict the reaction product. The product is: [CH2:13]([O:9][CH2:8][C:3]1([CH2:10][O:11][CH2:13][CH2:14][CH2:15][CH2:16][CH2:17][CH2:18][CH2:19][CH2:20][CH2:21][CH2:22][CH2:28][CH3:30])[CH2:7][CH:6]=[CH:5][CH2:4]1)[CH2:14][CH2:15][CH2:16][CH2:17][CH2:18][CH2:19][CH2:20][CH2:21][CH2:22][CH2:23][CH3:24]. (2) Given the reactants [CH2:1]([O:3][C:4](=[O:23])[C:5]([O:8][C:9]1[CH:14]=[CH:13][C:12]([OH:15])=[CH:11][C:10]=1[CH2:16][C:17]1[CH:22]=[CH:21][CH:20]=[CH:19][CH:18]=1)([CH3:7])[CH3:6])[CH3:2].[CH3:24][C:25]1[O:29][C:28]([C:30]2[CH:35]=[CH:34][C:33]([C:36]3[CH:41]=[CH:40][CH:39]=[CH:38][CH:37]=3)=[CH:32][CH:31]=2)=[N:27][C:26]=1[CH2:42][CH2:43]OS(C1C=CC(C)=CC=1)(=O)=O.C([O-])([O-])=O.[Cs+].[Cs+], predict the reaction product. The product is: [CH2:1]([O:3][C:4](=[O:23])[C:5]([O:8][C:9]1[CH:14]=[CH:13][C:12]([O:15][CH2:43][CH2:42][C:26]2[N:27]=[C:28]([C:30]3[CH:35]=[CH:34][C:33]([C:36]4[CH:41]=[CH:40][CH:39]=[CH:38][CH:37]=4)=[CH:32][CH:31]=3)[O:29][C:25]=2[CH3:24])=[CH:11][C:10]=1[CH2:16][CH:17]1[CH2:18][CH2:19][CH2:20][CH2:21][CH2:22]1)([CH3:7])[CH3:6])[CH3:2]. (3) Given the reactants [CH2:1]([CH:5]([CH2:11][C:12]1[CH:17]=[CH:16][C:15]([O:18][CH2:19][CH2:20][NH:21][C:22]([C:24]2[CH:29]=[CH:28][C:27]([C:30]3[CH:35]=[CH:34][CH:33]=[CH:32][C:31]=3[OH:36])=[CH:26][CH:25]=2)=[O:23])=[CH:14][CH:13]=1)[C:6]([O:8]CC)=[O:7])[CH2:2][CH2:3][CH3:4].[OH-].[Na+:38].[Na], predict the reaction product. The product is: [CH2:1]([CH:5]([CH2:11][C:12]1[CH:17]=[CH:16][C:15]([O:18][CH2:19][CH2:20][NH:21][C:22]([C:24]2[CH:29]=[CH:28][C:27]([C:30]3[CH:35]=[CH:34][CH:33]=[CH:32][C:31]=3[OH:36])=[CH:26][CH:25]=2)=[O:23])=[CH:14][CH:13]=1)[C:6]([O-:8])=[O:7])[CH2:2][CH2:3][CH3:4].[Na+:38]. (4) Given the reactants Br[C:2]1[CH:17]=[CH:16][C:5]([C:6]([O:8][CH2:9][C:10]2[CH:15]=[CH:14][CH:13]=[CH:12][CH:11]=2)=[O:7])=[C:4]([F:18])[CH:3]=1.[OH:19][C:20]1[CH:25]=[CH:24][CH:23]=[CH:22][C:21]=1B(O)O.C(=O)([O-])[O-].[Na+].[Na+], predict the reaction product. The product is: [F:18][C:4]1[CH:3]=[C:2]([C:21]2[CH:22]=[CH:23][CH:24]=[CH:25][C:20]=2[OH:19])[CH:17]=[CH:16][C:5]=1[C:6]([O:8][CH2:9][C:10]1[CH:15]=[CH:14][CH:13]=[CH:12][CH:11]=1)=[O:7]. (5) Given the reactants [N:1]#[C:2]Br.[F:4][C:5]1[CH:6]=[C:7]([NH2:21])[C:8]([NH:11][C:12]2[C:17]([CH3:18])=[CH:16][C:15]([CH3:19])=[CH:14][C:13]=2[CH3:20])=[CH:9][CH:10]=1, predict the reaction product. The product is: [F:4][C:5]1[CH:10]=[CH:9][C:8]2[N:11]([C:12]3[C:13]([CH3:20])=[CH:14][C:15]([CH3:19])=[CH:16][C:17]=3[CH3:18])[C:2]([NH2:1])=[N:21][C:7]=2[CH:6]=1. (6) Given the reactants [CH3:1][O:2][C:3]([C:5]1[CH:14]=[CH:13][C:12]2[C:7](=[CH:8][CH:9]=[C:10]([C:15]([CH2:18][CH3:19])=[CH:16][CH3:17])[CH:11]=2)[CH:6]=1)=[O:4].[C:20]1([CH3:27])[C:25]([OH:26])=[CH:24][CH:23]=[CH:22][CH:21]=1.B(F)(F)F.O(CC)CC, predict the reaction product. The product is: [CH3:1][O:2][C:3]([C:5]1[CH:14]=[CH:13][C:12]2[C:7](=[CH:8][CH:9]=[C:10]([C:15]([CH2:18][CH3:19])([C:22]3[CH:23]=[CH:24][C:25]([OH:26])=[C:20]([CH3:27])[CH:21]=3)[CH2:16][CH3:17])[CH:11]=2)[CH:6]=1)=[O:4]. (7) Given the reactants [Br:1][C:2]1[CH:12]=[CH:11][C:5]([C:6]([O:8][CH2:9][CH3:10])=[O:7])=[CH:4][C:3]=1[CH2:13]Br.[O-:15][CH2:16][CH3:17].[Na+], predict the reaction product. The product is: [Br:1][C:2]1[CH:12]=[CH:11][C:5]([C:6]([O:8][CH2:9][CH3:10])=[O:7])=[CH:4][C:3]=1[CH2:13][O:15][CH2:16][CH3:17]. (8) Given the reactants [CH2:1]([O:8][C:9]1[CH:24]=[C:23]([O:25][CH2:26][C:27]2[CH:32]=[CH:31][CH:30]=[CH:29][CH:28]=2)[C:22]([C:33]([CH3:35])=[CH2:34])=[CH:21][C:10]=1[C:11]([NH:13][C:14]1[CH:19]=[CH:18][C:17]([F:20])=[CH:16][CH:15]=1)=[O:12])[C:2]1[CH:7]=[CH:6][CH:5]=[CH:4][CH:3]=1.[H-].[Na+].Cl[CH2:39][C:40]([NH:42][CH3:43])=[O:41], predict the reaction product. The product is: [CH2:1]([O:8][C:9]1[CH:24]=[C:23]([O:25][CH2:26][C:27]2[CH:32]=[CH:31][CH:30]=[CH:29][CH:28]=2)[C:22]([C:33]([CH3:35])=[CH2:34])=[CH:21][C:10]=1[C:11]([N:13]([C:14]1[CH:19]=[CH:18][C:17]([F:20])=[CH:16][CH:15]=1)[CH2:39][C:40](=[O:41])[NH:42][CH3:43])=[O:12])[C:2]1[CH:3]=[CH:4][CH:5]=[CH:6][CH:7]=1. (9) The product is: [Cl:1][C:2]1[CH:7]=[CH:6][C:5]([C:8]2[NH:42][C:41]3[N:40]([N:39]=[CH:38][C:37]=3[C:35]3[O:36][C:32]([CH2:30][CH3:31])=[CH:33][N:34]=3)[C:10](=[O:12])[CH:9]=2)=[CH:4][C:3]=1[O:16][CH2:17][CH3:18]. Given the reactants [Cl:1][C:2]1[CH:7]=[CH:6][C:5]([C:8](=O)[CH2:9][C:10]([O:12]CC)=O)=[CH:4][C:3]=1[O:16][CH2:17][CH3:18].CC1C=CC(S(O)(=O)=O)=CC=1.[CH2:30]([C:32]1[O:36][C:35]([C:37]2[CH:38]=[N:39][NH:40][C:41]=2[NH2:42])=[N:34][CH:33]=1)[CH3:31], predict the reaction product.